This data is from Reaction yield outcomes from USPTO patents with 853,638 reactions. The task is: Predict the reaction yield, written as a fraction of the theoretical maximum amount of product (1.0 means a 100% yield; for example, 0.34 means a 34% yield). (1) The reactants are [OH:1][CH2:2][C@@H:3]([NH:18][C:19](=[O:25])[O:20][C:21]([CH3:24])([CH3:23])[CH3:22])[C@H:4]([C:8]1[CH:13]=[CH:12][C:11]([C:14]([F:17])([F:16])[F:15])=[CH:10][CH:9]=1)/[CH:5]=[CH:6]/[CH3:7].C(N(CC)C(C)C)(C)C.FC(F)(F)S(O[Si:41]([C:44]([CH3:47])([CH3:46])[CH3:45])([CH3:43])[CH3:42])(=O)=O. The catalyst is C(Cl)Cl. The product is [Si:41]([O:1][CH2:2][C@@H:3]([NH:18][C:19](=[O:25])[O:20][C:21]([CH3:24])([CH3:23])[CH3:22])[C@H:4]([C:8]1[CH:13]=[CH:12][C:11]([C:14]([F:17])([F:16])[F:15])=[CH:10][CH:9]=1)/[CH:5]=[CH:6]/[CH3:7])([C:44]([CH3:47])([CH3:46])[CH3:45])([CH3:43])[CH3:42]. The yield is 0.780. (2) The reactants are [OH:1][CH2:2][CH:3]1[CH:7]2[O:8][C:9]([CH3:12])([CH3:11])[O:10][CH:6]2[CH:5]([N:13]2[CH:21]=[N:20][C:19]3[C:14]2=[N:15][CH:16]=[N:17][C:18]=3[NH:22][C:23]([NH:25][C:26]2[CH:31]=[CH:30][CH:29]=[CH:28][CH:27]=2)=[O:24])[O:4]1.CC(C)([O-])C.[K+].Cl[C:39]1[N:47]=[CH:46][CH:45]=[CH:44][C:40]=1[C:41]([OH:43])=[O:42]. The catalyst is CN(C=O)C. The product is [CH3:12][C:9]1([CH3:11])[O:10][CH:6]2[CH:5]([N:13]3[CH:21]=[N:20][C:19]4[C:14]3=[N:15][CH:16]=[N:17][C:18]=4[NH:22][C:23]([NH:25][C:26]3[CH:31]=[CH:30][CH:29]=[CH:28][CH:27]=3)=[O:24])[O:4][CH:3]([CH2:2][O:1][C:39]3[N:47]=[CH:46][CH:45]=[CH:44][C:40]=3[C:41]([OH:43])=[O:42])[CH:7]2[O:8]1. The yield is 0.270. (3) The reactants are N[C:2]1[CH:7]=[C:6]([Br:8])[CH:5]=[CH:4][C:3]=1[OH:9].[BH3-][C:11]#[N:12].[Na+].[CH3:14]C(O)=O. No catalyst specified. The product is [Br:8][C:6]1[CH:5]=[CH:4][C:3]([OH:9])=[C:2]([N:12]([CH3:11])[CH3:14])[CH:7]=1. The yield is 0.830. (4) The reactants are [CH3:1][C:2]1[O:6][N:5]=[C:4]([C:7]2[CH:12]=[CH:11][CH:10]=[CH:9][CH:8]=2)[C:3]=1[CH2:13][O:14][C:15]1[CH:23]=[CH:22][C:18]([C:19]([OH:21])=O)=[CH:17][N:16]=1.[NH2:24][C@@H:25]([CH2:28][CH3:29])[CH2:26][OH:27]. No catalyst specified. The product is [OH:27][CH2:26][C@@H:25]([NH:24][C:19](=[O:21])[C:18]1[CH:22]=[CH:23][C:15]([O:14][CH2:13][C:3]2[C:4]([C:7]3[CH:8]=[CH:9][CH:10]=[CH:11][CH:12]=3)=[N:5][O:6][C:2]=2[CH3:1])=[N:16][CH:17]=1)[CH2:28][CH3:29]. The yield is 0.850.